This data is from Full USPTO retrosynthesis dataset with 1.9M reactions from patents (1976-2016). The task is: Predict the reactants needed to synthesize the given product. (1) The reactants are: C[O:2][C:3](=[O:41])[CH2:4][C@H:5]1[C:9]2[CH:10]=[CH:11][C:12]([O:14][C@H:15]3[C:23]4[C:18](=[C:19]([O:25][C:26]5[CH:31]=[CH:30][C:29]([CH2:32][CH2:33][CH2:34][C:35]([OH:38])([CH3:37])[CH3:36])=[CH:28][C:27]=5[C:39]#[N:40])[CH:20]=[CH:21][C:22]=4[F:24])[CH2:17][CH2:16]3)=[CH:13][C:8]=2[O:7][CH2:6]1.[OH-].[K+]. Given the product [C:39]([C:27]1[CH:28]=[C:29]([CH2:32][CH2:33][CH2:34][C:35]([OH:38])([CH3:36])[CH3:37])[CH:30]=[CH:31][C:26]=1[O:25][C:19]1[CH:20]=[CH:21][C:22]([F:24])=[C:23]2[C:18]=1[CH2:17][CH2:16][C@H:15]2[O:14][C:12]1[CH:11]=[CH:10][C:9]2[C@H:5]([CH2:4][C:3]([OH:41])=[O:2])[CH2:6][O:7][C:8]=2[CH:13]=1)#[N:40], predict the reactants needed to synthesize it. (2) Given the product [N+:11]([C:3]1[CH:4]=[C:5]([CH:9]=[CH:10][C:2]=1[C:14]1[CH:19]=[CH:18][CH:17]=[CH:16][CH:15]=1)[C:6]([OH:8])=[O:7])([O-:13])=[O:12], predict the reactants needed to synthesize it. The reactants are: Br[C:2]1[CH:10]=[CH:9][C:5]([C:6]([OH:8])=[O:7])=[CH:4][C:3]=1[N+:11]([O-:13])=[O:12].[C:14]1(OB(O)O)[CH:19]=[CH:18][CH:17]=[CH:16][CH:15]=1.C(=O)([O-])[O-].[Cs+].[Cs+]. (3) Given the product [CH2:1]([O:16][C:13]1[CH:14]=[CH:15][C:10]([Cl:9])=[C:11]([N+:17]([O-:19])=[O:18])[CH:12]=1)[C:2]1[CH:7]=[CH:6][CH:5]=[CH:4][CH:3]=1, predict the reactants needed to synthesize it. The reactants are: [CH2:1](Br)[C:2]1[CH:7]=[CH:6][CH:5]=[CH:4][CH:3]=1.[Cl:9][C:10]1[CH:15]=[CH:14][C:13]([OH:16])=[CH:12][C:11]=1[N+:17]([O-:19])=[O:18].C([O-])([O-])=O.[Na+].[Na+].O. (4) Given the product [F:1][C:2]1[CH:7]=[CH:6][C:5]([F:8])=[CH:4][C:3]=1[S:9]([N:12]([C:16]1[CH:21]=[CH:20][CH:19]=[C:18]([C:22]2[C:26]([C:27]3[CH:32]=[CH:31][N:30]=[CH:29][CH:28]=3)=[CH:25][N:24]([CH2:33][CH2:34][OH:35])[N:23]=2)[C:17]=1[F:42])[CH2:13][O:14][CH3:15])(=[O:10])=[O:11], predict the reactants needed to synthesize it. The reactants are: [F:1][C:2]1[CH:7]=[CH:6][C:5]([F:8])=[CH:4][C:3]=1[S:9]([N:12]([C:16]1[CH:21]=[CH:20][CH:19]=[C:18]([C:22]2[C:26]([C:27]3[CH:32]=[CH:31][N:30]=[CH:29][CH:28]=3)=[CH:25][N:24]([CH2:33][CH2:34][O:35]C3CCCCO3)[N:23]=2)[C:17]=1[F:42])[CH2:13][O:14][CH3:15])(=[O:11])=[O:10].CO. (5) Given the product [F:26][C:20]1[C:21]([C:23]([NH:30][CH3:29])=[O:24])=[CH:22][C:17]2[NH:16][C:15](=[O:27])[N:14]([CH:11]3[CH2:10][CH2:9][N:8]([C:6]([O:5][C:1]([CH3:3])([CH3:4])[CH3:2])=[O:7])[CH2:13][CH2:12]3)[C:18]=2[CH:19]=1, predict the reactants needed to synthesize it. The reactants are: [C:1]([O:5][C:6]([N:8]1[CH2:13][CH2:12][CH:11]([N:14]2[C:18]3[CH:19]=[C:20]([F:26])[C:21]([C:23](O)=[O:24])=[CH:22][C:17]=3[NH:16][C:15]2=[O:27])[CH2:10][CH2:9]1)=[O:7])([CH3:4])([CH3:3])[CH3:2].Cl.[CH3:29][N:30](C)CCCN=C=NCC.O.ON1C2C=CC=CC=2N=N1.CN. (6) Given the product [Br:7][C:8]1[CH:16]=[CH:15][C:11]([C:12]([NH:20][NH:19][C:18]([O:22][C:23]([CH3:26])([CH3:25])[CH3:24])=[O:21])=[O:14])=[C:10]([Cl:17])[CH:9]=1, predict the reactants needed to synthesize it. The reactants are: C(Cl)(=O)C(Cl)=O.[Br:7][C:8]1[CH:16]=[CH:15][C:11]([C:12]([OH:14])=O)=[C:10]([Cl:17])[CH:9]=1.[C:18]([O:22][C:23]([CH3:26])([CH3:25])[CH3:24])(=[O:21])[NH:19][NH2:20].C(N(CC)CC)C.Cl. (7) Given the product [CH2:1]([N:8]1[CH2:31][CH2:30][C@@:15]23[C:16]4[CH:17]=[C:18]([O:23][C:24](=[O:29])[C:25]([CH3:27])([CH3:28])[CH3:26])[CH:19]=[CH:20][C:21]=4[CH2:22][C@@H:9]1[C@@H:10]2[CH2:11][CH2:12][CH2:13][CH2:14]3)[C:33]#[CH:34], predict the reactants needed to synthesize it. The reactants are: [C:1]([N:8]1[CH2:31][CH2:30][C@@:15]23[C:16]4[CH:17]=[C:18]([O:23][C:24](=[O:29])[C:25]([CH3:28])([CH3:27])[CH3:26])[CH:19]=[CH:20][C:21]=4[CH2:22][C@@H:9]1[C@@H:10]2[CH2:11][CH2:12][CH2:13][CH2:14]3)(OC(C)(C)C)=O.O1CCO[CH2:34][CH2:33]1.Cl.C(Br)C#C.C1(C)C=CC=CC=1.